This data is from Catalyst prediction with 721,799 reactions and 888 catalyst types from USPTO. The task is: Predict which catalyst facilitates the given reaction. (1) Reactant: [H-].[Na+].[CH3:3][O:4][C:5](=[O:13])[CH:6]=[CH:7][C:8]1[NH:9][CH:10]=[CH:11][CH:12]=1.Cl[CH2:15][C:16]1[CH:21]=[CH:20][C:19]([CH2:22][CH2:23][CH2:24][C:25]2[N:26]=[C:27]([C:31]3[CH:36]=[CH:35][CH:34]=[CH:33][CH:32]=3)[O:28][C:29]=2[CH3:30])=[CH:18][CH:17]=1. Product: [CH3:3][O:4][C:5](=[O:13])[CH:6]=[CH:7][C:8]1[N:9]([CH2:15][C:16]2[CH:17]=[CH:18][C:19]([CH2:22][CH2:23][CH2:24][C:25]3[N:26]=[C:27]([C:31]4[CH:36]=[CH:35][CH:34]=[CH:33][CH:32]=4)[O:28][C:29]=3[CH3:30])=[CH:20][CH:21]=2)[CH:10]=[CH:11][CH:12]=1. The catalyst class is: 35. (2) Reactant: O[CH:2]([C:28]1[C:33]([CH3:34])=[CH:32][C:31]([CH3:35])=[CH:30][C:29]=1[CH3:36])[CH2:3][N:4]1[C:13]2[C:8](=[CH:9][C:10]([O:14][CH2:15][C:16]#[CH:17])=[CH:11][CH:12]=2)[C:7]([C:18]2[CH:23]=[CH:22][C:21]([CH:24]([CH3:26])[CH3:25])=[CH:20][CH:19]=2)=[N:6][C:5]1=[O:27].FC(F)(F)S(OS(C(F)(F)F)(=O)=O)(=O)=O. Product: [CH:24]([C:21]1[CH:22]=[CH:23][C:18]([C:7]2[C:8]3[C:13](=[CH:12][CH:11]=[C:10]([O:14][CH2:15][C:16]#[CH:17])[CH:9]=3)[N:4](/[CH:3]=[CH:2]/[C:28]3[C:29]([CH3:36])=[CH:30][C:31]([CH3:35])=[CH:32][C:33]=3[CH3:34])[C:5](=[O:27])[N:6]=2)=[CH:19][CH:20]=1)([CH3:25])[CH3:26]. The catalyst class is: 26. (3) Reactant: [CH2:1]([O:13][C:14]1[CH:15]=[C:16]([CH:21]=[C:22]([O:24][CH2:25][CH2:26][CH2:27][CH2:28][CH2:29][CH2:30][CH2:31][CH2:32][CH2:33][CH2:34][CH2:35][CH3:36])[CH:23]=1)[C:17]([O:19]C)=[O:18])[CH2:2][CH2:3][CH2:4][CH2:5][CH2:6][CH2:7][CH2:8][CH2:9][CH2:10][CH2:11][CH3:12].[OH-].[K+]. Product: [CH2:25]([O:24][C:22]1[CH:21]=[C:16]([CH:15]=[C:14]([O:13][CH2:1][CH2:2][CH2:3][CH2:4][CH2:5][CH2:6][CH2:7][CH2:8][CH2:9][CH2:10][CH2:11][CH3:12])[CH:23]=1)[C:17]([OH:19])=[O:18])[CH2:26][CH2:27][CH2:28][CH2:29][CH2:30][CH2:31][CH2:32][CH2:33][CH2:34][CH2:35][CH3:36]. The catalyst class is: 14. (4) Reactant: [CH3:1][O:2][C:3]1[CH:4]=[CH:5][C:6]2[C:7]3[N:15]=[C:14]([N:16]4[CH2:21][CH2:20][CH2:19][CH2:18][CH2:17]4)[CH:13]=[C:12]([C:22]([O:24]C)=O)[C:8]=3[NH:9][C:10]=2[CH:11]=1.[NH3:26]. Product: [CH3:1][O:2][C:3]1[CH:4]=[CH:5][C:6]2[C:7]3[N:15]=[C:14]([N:16]4[CH2:17][CH2:18][CH2:19][CH2:20][CH2:21]4)[CH:13]=[C:12]([C:22]([NH2:26])=[O:24])[C:8]=3[NH:9][C:10]=2[CH:11]=1. The catalyst class is: 5. (5) Reactant: F[C:2]1[CH:7]=[CH:6][CH:5]=[CH:4][C:3]=1[C:8](=O)[CH3:9].[C:11]([O:15][CH3:16])(=[O:14])[CH2:12][SH:13].C1CCN2C(=NCCC2)CC1. Product: [CH3:9][C:8]1[C:3]2[CH:4]=[CH:5][CH:6]=[CH:7][C:2]=2[S:13][C:12]=1[C:11]([O:15][CH3:16])=[O:14]. The catalyst class is: 11. (6) Reactant: O=[C:2]([C:12]1[CH:17]=[CH:16][CH:15]=[CH:14][CH:13]=1)[CH2:3][C:4]1[CH:5]=[C:6]([CH:9]=[CH:10][CH:11]=1)[C:7]#[N:8].[CH2:18]([O:20][C:21]1[CH:22]=[C:23]([CH:26]=[C:27]([N+:30]([O-:32])=[O:31])[C:28]=1[OH:29])[CH:24]=O)[CH3:19].[NH2:33][C:34]([NH2:36])=[O:35].Cl. Product: [CH2:18]([O:20][C:21]1[CH:22]=[C:23]([CH:24]2[C:3]([C:4]3[CH:5]=[C:6]([CH:9]=[CH:10][CH:11]=3)[C:7]#[N:8])=[C:2]([C:12]3[CH:17]=[CH:16][CH:15]=[CH:14][CH:13]=3)[NH:36][C:34](=[O:35])[NH:33]2)[CH:26]=[C:27]([N+:30]([O-:32])=[O:31])[C:28]=1[OH:29])[CH3:19]. The catalyst class is: 8.